This data is from NCI-60 drug combinations with 297,098 pairs across 59 cell lines. The task is: Regression. Given two drug SMILES strings and cell line genomic features, predict the synergy score measuring deviation from expected non-interaction effect. (1) Drug 2: CC1=C(C(=CC=C1)Cl)NC(=O)C2=CN=C(S2)NC3=CC(=NC(=N3)C)N4CCN(CC4)CCO. Drug 1: CC1CCC2CC(C(=CC=CC=CC(CC(C(=O)C(C(C(=CC(C(=O)CC(OC(=O)C3CCCCN3C(=O)C(=O)C1(O2)O)C(C)CC4CCC(C(C4)OC)O)C)C)O)OC)C)C)C)OC. Cell line: RPMI-8226. Synergy scores: CSS=2.67, Synergy_ZIP=-4.38, Synergy_Bliss=-2.85, Synergy_Loewe=-15.5, Synergy_HSA=-5.68. (2) Drug 1: C1CC(C1)(C(=O)O)C(=O)O.[NH2-].[NH2-].[Pt+2]. Drug 2: CS(=O)(=O)CCNCC1=CC=C(O1)C2=CC3=C(C=C2)N=CN=C3NC4=CC(=C(C=C4)OCC5=CC(=CC=C5)F)Cl. Cell line: HS 578T. Synergy scores: CSS=1.21, Synergy_ZIP=-0.275, Synergy_Bliss=-2.75, Synergy_Loewe=-7.71, Synergy_HSA=-6.66. (3) Synergy scores: CSS=0.668, Synergy_ZIP=2.50, Synergy_Bliss=6.30, Synergy_Loewe=1.64, Synergy_HSA=0.449. Drug 2: CC1=C(C(CCC1)(C)C)C=CC(=CC=CC(=CC(=O)O)C)C. Drug 1: C1=CC(=CC=C1CC(C(=O)O)N)N(CCCl)CCCl.Cl. Cell line: MDA-MB-435. (4) Drug 1: CN(C)C1=NC(=NC(=N1)N(C)C)N(C)C. Drug 2: C1=NC2=C(N=C(N=C2N1C3C(C(C(O3)CO)O)F)Cl)N. Cell line: OVCAR3. Synergy scores: CSS=40.1, Synergy_ZIP=3.97, Synergy_Bliss=7.45, Synergy_Loewe=-30.7, Synergy_HSA=5.32. (5) Drug 1: CC1=CC=C(C=C1)C2=CC(=NN2C3=CC=C(C=C3)S(=O)(=O)N)C(F)(F)F. Drug 2: C1CN(CCN1C(=O)CCBr)C(=O)CCBr. Cell line: NCI-H460. Synergy scores: CSS=42.7, Synergy_ZIP=10.6, Synergy_Bliss=9.34, Synergy_Loewe=0.132, Synergy_HSA=9.26.